Regression/Classification. Given a drug SMILES string, predict its absorption, distribution, metabolism, or excretion properties. Task type varies by dataset: regression for continuous measurements (e.g., permeability, clearance, half-life) or binary classification for categorical outcomes (e.g., BBB penetration, CYP inhibition). Dataset: rlm. From a dataset of Rat liver microsome stability data. (1) The drug is Cc1nc(Nc2ncc(C(=O)Nc3c(C)cccc3Cl)s2)cc(N2CCN(CCO)CC2)n1. The result is 1 (stable in rat liver microsomes). (2) The compound is CCOc1ccc(CCNC(=O)c2cc3ccccc3n2CCN2CCOCC2)cc1OCC. The result is 1 (stable in rat liver microsomes). (3) The result is 1 (stable in rat liver microsomes). The molecule is O=C(Oc1cccc(N2CCS(=O)(=O)CC2)c1)N1CCC(c2ccc(F)cc2)CC1. (4) The drug is COC(=O)c1ccc(NC(=O)c2nc3ccccc3n(C)c2=O)cc1. The result is 1 (stable in rat liver microsomes). (5) The result is 1 (stable in rat liver microsomes). The drug is CC(C)(C#N)c1ccc(-c2c(C(=O)N3CCN(S(C)(=O)=O)CC3)cnc3ccc(F)cc23)c(F)c1. (6) The drug is COc1ccc(C(=O)NC2CCCc3c2[nH]c2c(Cl)cccc32)cc1OC. The result is 1 (stable in rat liver microsomes).